Dataset: Full USPTO retrosynthesis dataset with 1.9M reactions from patents (1976-2016). Task: Predict the reactants needed to synthesize the given product. (1) Given the product [CH2:37]([O:36][C:34]([C:15]1[N:16]([C:18]2[CH:19]=[CH:20][C:21]([C:24]([F:27])([F:25])[F:26])=[CH:22][CH:23]=2)[CH:17]=[C:13]([C:3]2[C:4]([C:7]3[CH:12]=[CH:11][CH:10]=[CH:9][CH:8]=3)=[N:5][O:6][C:2]=2[CH3:1])[N:14]=1)=[O:35])[CH3:38], predict the reactants needed to synthesize it. The reactants are: [CH3:1][C:2]1[O:6][N:5]=[C:4]([C:7]2[CH:12]=[CH:11][CH:10]=[CH:9][CH:8]=2)[C:3]=1[C:13]1[N:14]=[CH:15][N:16]([C:18]2[CH:23]=[CH:22][C:21]([C:24]([F:27])([F:26])[F:25])=[CH:20][CH:19]=2)[CH:17]=1.[Li]CCCC.Cl[C:34]([O:36][CH2:37][CH3:38])=[O:35].O. (2) Given the product [O:38]1[C:30]2[CH:29]=[CH:28][C:33]([CH2:34][N:17]3[CH2:16][CH2:15][CH:14]([NH:13][C:10]4[C:11]5[C:6](=[CH:5][CH:4]=[C:3]([O:2][CH3:1])[CH:12]=5)[C:7]([C:20]5[CH:25]=[CH:24][C:23]([O:26][CH3:27])=[CH:22][CH:21]=5)=[N:8][N:9]=4)[CH2:19][CH2:18]3)=[CH:32][C:31]=2[O:36][CH2:37]1, predict the reactants needed to synthesize it. The reactants are: [CH3:1][O:2][C:3]1[CH:12]=[C:11]2[C:6]([C:7]([C:20]3[CH:25]=[CH:24][C:23]([O:26][CH3:27])=[CH:22][CH:21]=3)=[N:8][N:9]=[C:10]2[NH:13][CH:14]2[CH2:19][CH2:18][NH:17][CH2:16][CH2:15]2)=[CH:5][CH:4]=1.[CH:28]1[C:33]([CH:34]=O)=[CH:32][C:31]2[O:36][CH2:37][O:38][C:30]=2[CH:29]=1. (3) Given the product [CH:19]([CH:8]1[C:7](=[O:22])[N:6]([CH2:5][CH2:4][C:3]([OH:23])=[O:2])[C:11]2[CH:12]=[CH:13][CH:14]=[C:15]([CH:16]([CH3:18])[CH3:17])[C:10]=2[O:9]1)([CH3:21])[CH3:20], predict the reactants needed to synthesize it. The reactants are: C[O:2][C:3](=[O:23])[CH2:4][CH2:5][N:6]1[C:11]2[CH:12]=[CH:13][CH:14]=[C:15]([CH:16]([CH3:18])[CH3:17])[C:10]=2[O:9][CH:8]([CH:19]([CH3:21])[CH3:20])[C:7]1=[O:22].[OH-].[Na+].O.Cl. (4) Given the product [NH2:20][C:18]1[N:19]=[C:14]([NH:1][CH2:2][CH2:3][CH2:4][NH:5][C:6](=[O:12])[O:7][C:8]([CH3:9])([CH3:11])[CH3:10])[C:15]2[CH2:25][CH2:24][CH2:23][C:22]3[CH:26]=[CH:27][CH:28]=[CH:29][C:21]=3[C:16]=2[N:17]=1, predict the reactants needed to synthesize it. The reactants are: [NH2:1][CH2:2][CH2:3][CH2:4][NH:5][C:6](=[O:12])[O:7][C:8]([CH3:11])([CH3:10])[CH3:9].Cl[C:14]1[C:15]2[CH2:25][CH2:24][CH2:23][C:22]3[CH:26]=[CH:27][CH:28]=[CH:29][C:21]=3[C:16]=2[N:17]=[C:18]([NH2:20])[N:19]=1. (5) Given the product [CH3:25][C@@H:15]1[N:14]2[C:13]3[C:12]4[C:7](=[CH:8][CH:9]=[CH:10][CH:11]=4)[N:6]=[CH:5][C:4]=3[N:1]=[C:18]2[NH:17][CH2:16]1, predict the reactants needed to synthesize it. The reactants are: [N+:1]([C:4]1[CH:5]=[N:6][C:7]2[C:12]([C:13]=1[NH:14][C@@H:15]([CH3:25])[CH2:16][NH:17][C:18](=O)OC(C)(C)C)=[CH:11][CH:10]=[CH:9][CH:8]=2)([O-])=O.CO.C(Cl)Cl.